Dataset: Experimentally validated miRNA-target interactions with 360,000+ pairs, plus equal number of negative samples. Task: Binary Classification. Given a miRNA mature sequence and a target amino acid sequence, predict their likelihood of interaction. (1) The miRNA is hsa-miR-6741-3p with sequence UCGGCUCUCUCCCUCACCCUAG. The protein sequence of the target gene is MDRCKHVGRLRLAQDHSILNPQKWCCLECATTESVWACLKCSHVACGRYIEDHALKHFEETGHPLAMEVRDLYVFCYLCKDYVLNDNPEGDLKLLRSSLLAVRGQKQDTPVRRGRTLRSMASGEDVVLPQRAPQGQPQMLTALWYRRQRLLARTLRLWFEKSSRGQAKLEQRRQEEALERKKEEARRRRREVKRRLLEELASTPPRKSARLLLHTPRDAGPAASRPAALPTSRRVPAATLKLRRQPAMAPGVTGLRNLGNTCYMNSILQVLSHLQKFRECFLNLDPSKTEHLFPKATNGK.... Result: 1 (interaction). (2) The miRNA is hsa-miR-4289 with sequence GCAUUGUGCAGGGCUAUCA. The protein sequence of the target gene is MAEHPPLLDTAQILSSDISLLSAPIVSADGTQQVILVQVNPGEAFTIRREDGQFQCITGPAQVPMMSPNGSVPPIYVPPGYAPQVIEDNGVRRVVVVPQSPEFHPGGHTVIHRSPHPPLPGFIPVPTMMPPPPRHMYSPVTGAGDMATQYMPQYQSSQVYADVDAHSTHGRSNFRDERSSKTYERLQKKLKDRQGTQKDKMSSPPPSPQKCPSPISEHNGLIKGQNASGGNTGSARNRSGRGRSCTQVDPEMEEKDEETKAFEAFLSNIVKPVASDIQARTVLLTWSPPSSFINGEVNET.... Result: 0 (no interaction). (3) Result: 0 (no interaction). The protein sequence of the target gene is MASPRASRWPPPLLLLLLPLLLLPPAAPGTRDPPPSPARRALSLAPLAGAGLELQLERRPEREPPPTPPRERRGPATPGPSYRAPEPGAATQRGPSGRAPRGGSADAAWKHWPESNTEAHVENITFYQNQEDFSTVSSKEGVMVQTSGKSHAASDAPENLTLLAETADARGRSGSSSRTNFTILPVGYSLEIATALTSQSGNLASESLHLPSSSSEFDERIAAFQTKSGTASEMGTERAMGLSEEWTVHSQEATTSAWSPSFLPALEMGELTTPSRKRNSSGPDLSWLHFYRTAASSPLL.... The miRNA is hsa-miR-106b-5p with sequence UAAAGUGCUGACAGUGCAGAU.